The task is: Predict which catalyst facilitates the given reaction.. This data is from Catalyst prediction with 721,799 reactions and 888 catalyst types from USPTO. Reactant: [CH3:1][O:2][C:3]1[C:4]([C:6]([NH:11][C:12]2[C:21]3[C:16](=[CH:17][C:18]([O:24][CH2:25][CH2:26][O:27][CH3:28])=[C:19]([O:22][CH3:23])[CH:20]=3)[N:15]=[CH:14][N:13]=2)=[CH:7][C:8](=[O:10])[CH:9]=1)=[O:5].[C:29]1([SH:35])[CH:34]=[CH:33][CH:32]=[CH:31][CH:30]=1.C(C1C(=O)C(Cl)=C(Cl)C(=O)C=1C#N)#N. Product: [CH3:1][O:2][C:3]1[C:4](=[O:5])[C:6]([NH:11][C:12]2[C:21]3[C:16](=[CH:17][C:18]([O:24][CH2:25][CH2:26][O:27][CH3:28])=[C:19]([O:22][CH3:23])[CH:20]=3)[N:15]=[CH:14][N:13]=2)=[C:7]([S:35][C:29]2[CH:34]=[CH:33][CH:32]=[CH:31][CH:30]=2)[C:8]([CH:9]=1)=[O:10]. The catalyst class is: 291.